This data is from Reaction yield outcomes from USPTO patents with 853,638 reactions. The task is: Predict the reaction yield, written as a fraction of the theoretical maximum amount of product (1.0 means a 100% yield; for example, 0.34 means a 34% yield). (1) The reactants are [CH3:1][C:2]1[N:3]([CH2:7][O:8][CH2:9][CH2:10][Si:11]([CH3:14])([CH3:13])[CH3:12])[CH:4]=[CH:5][N:6]=1.C([Li])CCC.[O:20]=[C:21]1[CH2:24][N:23](C(OC(C)(C)C)=O)[CH2:22]1. The catalyst is O1CCCC1. The product is [CH3:14][Si:11]([CH3:13])([CH3:12])[CH2:10][CH2:9][O:8][CH2:7][N:3]1[CH:4]=[CH:5][N:6]=[C:2]1[CH2:1][C:21]1([OH:20])[CH2:24][NH:23][CH2:22]1. The yield is 0.410. (2) The reactants are [CH3:1][O:2][C:3]1[CH:11]=[CH:10][C:9]([N+:12]([O-:14])=[O:13])=[CH:8][C:4]=1[C:5](O)=[O:6].S(Cl)([Cl:17])=O. No catalyst specified. The product is [CH3:1][O:2][C:3]1[CH:11]=[CH:10][C:9]([N+:12]([O-:14])=[O:13])=[CH:8][C:4]=1[C:5]([Cl:17])=[O:6]. The yield is 1.00. (3) The reactants are O=C1C2C(=CC=CC=2)C(=O)[N:3]1[C@@H:12]([CH2:25][C:26]1[CH:31]=[CH:30][CH:29]=[CH:28][CH:27]=1)[C:13]([NH:15][CH2:16][C:17](=[O:24])[C:18]1[CH:23]=[CH:22][CH:21]=[CH:20][CH:19]=1)=O.NN. The catalyst is CCO. The product is [C:26]1([CH2:25][C@@H:12]([C:13]2[O:24][C:17]([C:18]3[CH:23]=[CH:22][CH:21]=[CH:20][CH:19]=3)=[CH:16][N:15]=2)[NH2:3])[CH:31]=[CH:30][CH:29]=[CH:28][CH:27]=1. The yield is 0.900. (4) The reactants are [C:1]([C:5]1[N:9]([CH2:10][CH:11]2[CH2:16][CH2:15][C:14]([F:18])([F:17])[CH2:13][CH2:12]2)[C:8]2[CH:19]=[CH:20][C:21]([S:23](Cl)(=[O:25])=[O:24])=[CH:22][C:7]=2[N:6]=1)([CH3:4])([CH3:3])[CH3:2].C(N(CC)C(C)C)(C)C.Cl.[NH:37]1[CH2:41][CH2:40][C@@H:39]([OH:42])[CH2:38]1. The catalyst is C(Cl)Cl. The product is [C:1]([C:5]1[N:9]([CH2:10][CH:11]2[CH2:16][CH2:15][C:14]([F:18])([F:17])[CH2:13][CH2:12]2)[C:8]2[CH:19]=[CH:20][C:21]([S:23]([N:37]3[CH2:41][CH2:40][C@@H:39]([OH:42])[CH2:38]3)(=[O:25])=[O:24])=[CH:22][C:7]=2[N:6]=1)([CH3:4])([CH3:3])[CH3:2]. The yield is 0.610.